Dataset: Forward reaction prediction with 1.9M reactions from USPTO patents (1976-2016). Task: Predict the product of the given reaction. (1) Given the reactants [CH2:1]([C:5]1[NH:9][C:8](=[O:10])[CH2:7][N:6]=1)[CH2:2][CH2:3][CH3:4].[NH:11]1[C:15]2=[N:16][CH:17]=[CH:18][CH:19]=[C:14]2[C:13]([CH:20]=O)=[CH:12]1.N1CCCCC1, predict the reaction product. The product is: [CH2:1]([C:5]1[NH:9][C:8](=[O:10])/[C:7](=[CH:20]/[C:13]2[C:14]3[C:15](=[N:16][CH:17]=[CH:18][CH:19]=3)[NH:11][CH:12]=2)/[N:6]=1)[CH2:2][CH2:3][CH3:4]. (2) Given the reactants [C:1]([O:4][C@@H:5]1[C@@H:13]([C@@:14]2([CH3:27])[CH2:19][CH2:18][C@H:17]([O:20][C:21](=[O:23])[CH3:22])[CH2:16][C@@H:15]2[CH2:24]C=O)[CH2:12][CH2:11][C@@:10]2([CH3:28])[C@H:6]1[CH2:7][CH2:8][C:9]2=[CH2:29])(=[O:3])[CH3:2].[CH3:30][N:31]1[CH2:36][CH2:35][NH:34][CH2:33][CH2:32]1.[BH-](OC(C)=O)(OC(C)=O)O[C:39](C)=O.[Na+], predict the reaction product. The product is: [C:1]([O:4][C@@H:5]1[C@@H:13]([C@@:14]2([CH3:27])[CH2:19][CH2:18][C@H:17]([O:20][C:21](=[O:23])[CH3:22])[CH2:16][C@@H:15]2[CH2:24][CH2:30][N:31]2[CH2:36][CH2:35][N:34]([CH3:39])[CH2:33][CH2:32]2)[CH2:12][CH2:11][C@@:10]2([CH3:28])[C@H:6]1[CH2:7][CH2:8][C:9]2=[CH2:29])(=[O:3])[CH3:2]. (3) Given the reactants CON(C)[C:4]([CH:6]1[CH2:15][CH2:14][C:9]2([O:13][CH2:12][CH2:11][O:10]2)[CH2:8][CH2:7]1)=[O:5].[CH3:17][CH2:18][Mg+].[Br-].O, predict the reaction product. The product is: [O:10]1[C:9]2([CH2:8][CH2:7][CH:6]([C:4](=[O:5])[CH2:17][CH3:18])[CH2:15][CH2:14]2)[O:13][CH2:12][CH2:11]1. (4) Given the reactants C([O:3][C:4](=[O:22])[C@@H:5]([O:20][CH3:21])[CH2:6][C:7]1[CH:12]=[CH:11][C:10]([C:13]#[C:14][CH2:15][CH2:16][CH2:17][CH2:18][OH:19])=[CH:9][CH:8]=1)C.[C:23]1([C:29]2[CH:34]=[CH:33][C:32](O)=[CH:31][CH:30]=2)[CH:28]=[CH:27][CH:26]=[CH:25][CH:24]=1, predict the reaction product. The product is: [C:23]1([C:29]2[CH:30]=[CH:31][CH:32]=[CH:33][CH:34]=2)[CH:28]=[CH:27][C:26]([O:19][CH2:18][CH2:17][CH2:16][CH2:15][C:14]#[C:13][C:10]2[CH:9]=[CH:8][C:7]([CH2:6][C@H:5]([O:20][CH3:21])[C:4]([OH:3])=[O:22])=[CH:12][CH:11]=2)=[CH:25][CH:24]=1. (5) Given the reactants [OH:1][C:2]1[CH:7]=[CH:6][C:5]([CH2:8][C:9]([O:11][CH2:12][CH3:13])=[O:10])=[CH:4][CH:3]=1.[C:14]([O-])([O-])=O.[K+].[K+].S(OC)(OC)(=O)=O, predict the reaction product. The product is: [CH3:14][O:1][C:2]1[CH:3]=[CH:4][C:5]([CH2:8][C:9]([O:11][CH2:12][CH3:13])=[O:10])=[CH:6][CH:7]=1. (6) Given the reactants [CH3:1][O:2][C:3]1[CH:8]=[CH:7][C:6]([C:9]2[CH:13]=[C:12]([CH:14]=O)[NH:11][N:10]=2)=[CH:5][CH:4]=1.[F:16][C:17]1[CH:18]=[C:19]([NH2:24])[C:20]([NH2:23])=[CH:21][CH:22]=1, predict the reaction product. The product is: [F:16][C:17]1[CH:22]=[CH:21][C:20]2[NH:23][C:14]([C:12]3[NH:11][N:10]=[C:9]([C:6]4[CH:7]=[CH:8][C:3]([O:2][CH3:1])=[CH:4][CH:5]=4)[CH:13]=3)=[N:24][C:19]=2[CH:18]=1. (7) Given the reactants [CH2:1]([O:3][C:4]1[C:12]2[O:11][C:10]([C:13]([NH:15][NH2:16])=[O:14])=[CH:9][C:8]=2[CH:7]=[CH:6][CH:5]=1)[CH3:2].C(N(CC)C(C)C)(C)C.[C:26]1([S:32](Cl)(=[O:34])=[O:33])[CH:31]=[CH:30][CH:29]=[CH:28][CH:27]=1, predict the reaction product. The product is: [C:26]1([S:32]([NH:16][NH:15][C:13]([C:10]2[O:11][C:12]3[C:4]([O:3][CH2:1][CH3:2])=[CH:5][CH:6]=[CH:7][C:8]=3[CH:9]=2)=[O:14])(=[O:34])=[O:33])[CH:31]=[CH:30][CH:29]=[CH:28][CH:27]=1.